From a dataset of Forward reaction prediction with 1.9M reactions from USPTO patents (1976-2016). Predict the product of the given reaction. Given the reactants CC[N:3]([CH:7]([CH3:9])C)[CH:4](C)C.C1C=CC2N(O)N=NC=2C=1.CCN=C=NCCCN(C)C.[N:31]1[CH:36]=[CH:35][CH:34]=[C:33]([N:37]2[CH:41]=[C:40]([C:42]([NH:44][CH2:45][C:46]([OH:48])=O)=[O:43])[N:39]=[N:38]2)[CH:32]=1.NC1C=NC=CC=1.Cl.[Cl:57][C:58]1[CH:68]=[CH:67][CH:66]=[CH:65][C:59]=1[O:60]C1CNC1.Cl.FC(F)(F)C1C=C(C=CC=1)OC1CNC1, predict the reaction product. The product is: [Cl:57][C:58]1[CH:68]=[CH:67][CH:66]=[CH:65][C:59]=1[O:60][CH:9]1[CH2:4][N:3]([C:46](=[O:48])[CH2:45][NH:44][C:42]([C:40]2[N:39]=[N:38][N:37]([C:33]3[CH:32]=[N:31][CH:36]=[CH:35][CH:34]=3)[CH:41]=2)=[O:43])[CH2:7]1.